This data is from NCI-60 drug combinations with 297,098 pairs across 59 cell lines. The task is: Regression. Given two drug SMILES strings and cell line genomic features, predict the synergy score measuring deviation from expected non-interaction effect. (1) Drug 1: C1=CC=C(C(=C1)C(C2=CC=C(C=C2)Cl)C(Cl)Cl)Cl. Drug 2: C1C(C(OC1N2C=NC3=C2NC=NCC3O)CO)O. Cell line: HCT-15. Synergy scores: CSS=14.4, Synergy_ZIP=4.83, Synergy_Bliss=9.02, Synergy_Loewe=8.58, Synergy_HSA=6.98. (2) Drug 1: C1CCN(CC1)CCOC2=CC=C(C=C2)C(=O)C3=C(SC4=C3C=CC(=C4)O)C5=CC=C(C=C5)O. Drug 2: C1=CC(=CC=C1CC(C(=O)O)N)N(CCCl)CCCl.Cl. Cell line: NCI/ADR-RES. Synergy scores: CSS=13.3, Synergy_ZIP=-3.21, Synergy_Bliss=2.53, Synergy_Loewe=-0.158, Synergy_HSA=-0.135. (3) Drug 1: CC1C(C(=O)NC(C(=O)N2CCCC2C(=O)N(CC(=O)N(C(C(=O)O1)C(C)C)C)C)C(C)C)NC(=O)C3=C4C(=C(C=C3)C)OC5=C(C(=O)C(=C(C5=N4)C(=O)NC6C(OC(=O)C(N(C(=O)CN(C(=O)C7CCCN7C(=O)C(NC6=O)C(C)C)C)C)C(C)C)C)N)C. Drug 2: C(CC(=O)O)C(=O)CN.Cl. Cell line: MCF7. Synergy scores: CSS=16.1, Synergy_ZIP=-0.497, Synergy_Bliss=2.66, Synergy_Loewe=2.96, Synergy_HSA=3.18. (4) Drug 1: CC1CCC2CC(C(=CC=CC=CC(CC(C(=O)C(C(C(=CC(C(=O)CC(OC(=O)C3CCCCN3C(=O)C(=O)C1(O2)O)C(C)CC4CCC(C(C4)OC)O)C)C)O)OC)C)C)C)OC. Drug 2: C1CCC(C(C1)N)N.C(=O)(C(=O)[O-])[O-].[Pt+4]. Cell line: A549. Synergy scores: CSS=45.3, Synergy_ZIP=4.58, Synergy_Bliss=10.1, Synergy_Loewe=12.1, Synergy_HSA=12.1. (5) Drug 1: CC1=C(N=C(N=C1N)C(CC(=O)N)NCC(C(=O)N)N)C(=O)NC(C(C2=CN=CN2)OC3C(C(C(C(O3)CO)O)O)OC4C(C(C(C(O4)CO)O)OC(=O)N)O)C(=O)NC(C)C(C(C)C(=O)NC(C(C)O)C(=O)NCCC5=NC(=CS5)C6=NC(=CS6)C(=O)NCCC[S+](C)C)O. Drug 2: C1C(C(OC1N2C=NC(=NC2=O)N)CO)O. Cell line: SW-620. Synergy scores: CSS=25.6, Synergy_ZIP=-4.74, Synergy_Bliss=0.563, Synergy_Loewe=4.60, Synergy_HSA=5.11.